Dataset: Forward reaction prediction with 1.9M reactions from USPTO patents (1976-2016). Task: Predict the product of the given reaction. (1) Given the reactants [Cl:1][C:2]1[CH:7]=[CH:6][C:5]([CH2:8][OH:9])=[C:4]([F:10])[C:3]=1[I:11], predict the reaction product. The product is: [Cl:1][C:2]1[CH:7]=[CH:6][C:5]([CH:8]=[O:9])=[C:4]([F:10])[C:3]=1[I:11]. (2) Given the reactants [CH3:1][O:2][C:3]([C:5]1([C:8]([OH:10])=O)[CH2:7][CH2:6]1)=[O:4].[F:11][C:12]1[CH:18]=[CH:17][C:15]([NH2:16])=[CH:14][CH:13]=1.C(N(C(C)C)CC)(C)C.F[B-](F)(F)F.N1(OC(N(C)C)=[N+](C)C)C2C=CC=CC=2N=N1, predict the reaction product. The product is: [F:11][C:12]1[CH:18]=[CH:17][C:15]([NH:16][C:8]([C:5]2([C:3]([O:2][CH3:1])=[O:4])[CH2:7][CH2:6]2)=[O:10])=[CH:14][CH:13]=1.